From a dataset of Reaction yield outcomes from USPTO patents with 853,638 reactions. Predict the reaction yield, written as a fraction of the theoretical maximum amount of product (1.0 means a 100% yield; for example, 0.34 means a 34% yield). (1) The reactants are [F:1][C:2]1[CH:3]=[CH:4][C:5]([CH3:12])=[C:6]([S:8](Cl)(=[O:10])=[O:9])[CH:7]=1.[CH3:13][NH2:14]. The catalyst is CC(C)=O. The product is [F:1][C:2]1[CH:3]=[CH:4][C:5]([CH3:12])=[C:6]([S:8]([NH:14][CH3:13])(=[O:10])=[O:9])[CH:7]=1. The yield is 0.960. (2) The reactants are FC(F)(F)C(O)=O.[NH2:8][CH2:9][CH2:10][C:11]1[N:16]=[C:15]([C:17]2[S:18][C:19]3[CH:27]=[CH:26][CH:25]=[CH:24][C:20]=3[C:21](=[O:23])[N:22]=2)[CH:14]=[CH:13][CH:12]=1.C(=O)([O-])[O-].[K+].[K+].[CH3:34][N:35]([CH3:39])[C:36](Cl)=[O:37]. The catalyst is C(#N)C. The product is [CH3:34][N:35]([CH3:39])[C:36]([NH:8][CH2:9][CH2:10][C:11]1[CH:12]=[CH:13][CH:14]=[C:15]([C:17]2[S:18][C:19]3[CH:27]=[CH:26][CH:25]=[CH:24][C:20]=3[C:21](=[O:23])[N:22]=2)[N:16]=1)=[O:37]. The yield is 0.770. (3) The reactants are [CH3:1][NH:2][C:3]([C:5]1[CH:10]=[C:9]([O:11][C:12]2[CH:17]=[CH:16][C:15]([NH2:18])=[C:14]([F:19])[CH:13]=2)[CH:8]=[CH:7][N:6]=1)=[O:4].[Cl:20][C:21]1[CH:26]=[CH:25][C:24]([N:27]=[C:28]=[O:29])=[CH:23][C:22]=1[C:30]([F:33])([F:32])[F:31]. The catalyst is C1(C)C=CC=CC=1. The product is [CH3:1][NH:2][C:3]([C:5]1[CH:10]=[C:9]([O:11][C:12]2[CH:17]=[CH:16][C:15]([NH:18][C:28]([NH:27][C:24]3[CH:25]=[CH:26][C:21]([Cl:20])=[C:22]([C:30]([F:32])([F:31])[F:33])[CH:23]=3)=[O:29])=[C:14]([F:19])[CH:13]=2)[CH:8]=[CH:7][N:6]=1)=[O:4]. The yield is 0.470.